This data is from hERG potassium channel inhibition data for cardiac toxicity prediction from Karim et al.. The task is: Regression/Classification. Given a drug SMILES string, predict its toxicity properties. Task type varies by dataset: regression for continuous values (e.g., LD50, hERG inhibition percentage) or binary classification for toxic/non-toxic outcomes (e.g., AMES mutagenicity, cardiotoxicity, hepatotoxicity). Dataset: herg_karim. (1) The molecule is O=C(NC1CCNCC1)c1n[nH]cc1NC(=O)c1c(Cl)cccc1Cl. The result is 0 (non-blocker). (2) The molecule is COc1ccc(-n2nc(C(N)=O)c3c2C(=O)N(c2ccc(N4CCCCC4=O)cc2)CC3)cc1. The result is 0 (non-blocker). (3) The molecule is Cc1cc2nc(COC3CCCC3)n(Cc3ccc(Cl)cc3)c2cc1C. The result is 0 (non-blocker).